Predict the product of the given reaction. From a dataset of Forward reaction prediction with 1.9M reactions from USPTO patents (1976-2016). (1) Given the reactants [CH:1]1[C:6]2[C:7]3[NH:8][C:9]4[C:14]([C:15]=3[CH:16]([C:18]([OH:20])=O)[S:17][C:5]=2[CH:4]=[CH:3][CH:2]=1)=[CH:13][CH:12]=[CH:11][CH:10]=4.[CH2:21]([NH:23][CH2:24][CH3:25])[CH3:22].F[P-](F)(F)(F)(F)F.Br[P+](N1CCCC1)(N1CCCC1)N1CCCC1.C(N(C(C)C)CC)(C)C, predict the reaction product. The product is: [CH2:21]([N:23]([CH2:24][CH3:25])[C:18]([CH:16]1[C:15]2[C:14]3[C:9](=[CH:10][CH:11]=[CH:12][CH:13]=3)[NH:8][C:7]=2[C:6]2[CH:1]=[CH:2][CH:3]=[CH:4][C:5]=2[S:17]1)=[O:20])[CH3:22]. (2) Given the reactants [OH:1][C:2]1[C:9]([CH3:10])=[CH:8][CH:7]=[CH:6][C:3]=1[CH:4]=[O:5].[Br:11]Br, predict the reaction product. The product is: [Br:11][C:7]1[CH:8]=[C:9]([CH3:10])[C:2]([OH:1])=[C:3]([CH:6]=1)[CH:4]=[O:5]. (3) Given the reactants FC(F)(F)S(O[C:7]1[CH:12]=[CH:11][C:10]([N:13]2[C:17]3=[N:18][CH:19]=[CH:20][CH:21]=[C:16]3[N:15]([CH2:22][O:23][CH2:24][CH2:25][Si:26]([CH3:29])([CH3:28])[CH3:27])[C:14]2=[O:30])=[CH:9][CH:8]=1)(=O)=O.[N:33]1[C:42]2[C:37](=[CH:38][CH:39]=[CH:40][C:41]=2B(O)O)[CH:36]=[CH:35][CH:34]=1.C([O-])([O-])=O.[Na+].[Na+], predict the reaction product. The product is: [N:33]1[C:42]2[C:37](=[CH:38][CH:39]=[CH:40][C:41]=2[C:7]2[CH:8]=[CH:9][C:10]([N:13]3[C:17]4=[N:18][CH:19]=[CH:20][CH:21]=[C:16]4[N:15]([CH2:22][O:23][CH2:24][CH2:25][Si:26]([CH3:27])([CH3:28])[CH3:29])[C:14]3=[O:30])=[CH:11][CH:12]=2)[CH:36]=[CH:35][CH:34]=1. (4) Given the reactants [CH3:1][O:2][C:3]([C:5]1[C:10]([NH2:11])=[CH:9][CH:8]=[C:7]([O:12][CH3:13])[N:6]=1)=[O:4].[CH3:14]OC1N=C(C(OC)=O)C(NC(C2C3C(=CC=CC=3)C(C)=CC=2)=O)=CC=1.[CH3:40][N:41]1[C:49]2[C:44](=[CH:45][CH:46]=[CH:47][CH:48]=2)[C:43]([C:50]([OH:52])=O)=[N:42]1, predict the reaction product. The product is: [CH3:1][O:2][C:3]([C:5]1[C:10]([NH:11][C:50]([C:43]2[C:44]3[C:49](=[CH:48][CH:47]=[CH:46][CH:45]=3)[N:41]([CH3:40])[N:42]=2)=[O:52])=[CH:9][CH:8]=[C:7]([O:12][CH2:13][CH3:14])[N:6]=1)=[O:4]. (5) Given the reactants [Br:1][C:2]1[CH:7]=[CH:6][C:5]([C:8](=[N:22][O:23][CH2:24][CH3:25])[CH:9]2[CH2:14][CH2:13][N:12]([C:15]3([CH3:21])[CH2:20][CH2:19][NH:18][CH2:17][CH2:16]3)[CH2:11][CH2:10]2)=[CH:4][CH:3]=1.[C:26]1([C:36](O)=[O:37])[C:35]2[C:30](=[CH:31][CH:32]=[CH:33][CH:34]=2)[CH:29]=[CH:28][N:27]=1.CCN(CC)CC.CN(C(ON1N=NC2C=CC=NC1=2)=[N+](C)C)C.F[P-](F)(F)(F)(F)F, predict the reaction product. The product is: [Br:1][C:2]1[CH:7]=[CH:6][C:5]([C:8](=[N:22][O:23][CH2:24][CH3:25])[CH:9]2[CH2:10][CH2:11][N:12]([C:15]3([CH3:21])[CH2:20][CH2:19][N:18]([C:36]([C:26]4[C:35]5[C:30](=[CH:31][CH:32]=[CH:33][CH:34]=5)[CH:29]=[CH:28][N:27]=4)=[O:37])[CH2:17][CH2:16]3)[CH2:13][CH2:14]2)=[CH:4][CH:3]=1. (6) Given the reactants [OH:1][CH2:2][CH2:3][C:4]1[CH:5]=[C:6]([CH2:12][CH:13]([O:19][CH:20]([CH3:22])[CH3:21])[C:14]([O:16]CC)=[O:15])[CH:7]=[CH:8][C:9]=1[O:10][CH3:11].[CH3:23][O:24][C:25]1[CH:26]=[C:27]([N:31]=[C:32]=[O:33])[CH:28]=[CH:29][CH:30]=1, predict the reaction product. The product is: [CH:20]([O:19][CH:13]([CH2:12][C:6]1[CH:7]=[CH:8][C:9]([O:10][CH3:11])=[C:4]([CH2:3][CH2:2][O:1][C:32]([NH:31][C:27]2[CH:28]=[CH:29][CH:30]=[C:25]([O:24][CH3:23])[CH:26]=2)=[O:33])[CH:5]=1)[C:14]([OH:16])=[O:15])([CH3:21])[CH3:22]. (7) Given the reactants [C:1]([O:5][C:6]([NH:8][C@@H:9]([CH2:13][CH2:14][CH2:15][N:16]1[CH2:21][CH2:20][CH2:19][CH2:18][CH2:17]1)[C:10]([OH:12])=O)=[O:7])([CH3:4])([CH3:3])[CH3:2].[CH2:22]([NH2:29])[C:23]1[CH:28]=[CH:27][CH:26]=[CH:25][CH:24]=1.O.ON1C2C=CC=CC=2N=N1.C1(N=C=NC2CCCCC2)CCCCC1, predict the reaction product. The product is: [CH2:22]([NH:29][C:10](=[O:12])[C@@H:9]([NH:8][C:6]([O:5][C:1]([CH3:2])([CH3:3])[CH3:4])=[O:7])[CH2:13][CH2:14][CH2:15][N:16]1[CH2:21][CH2:20][CH2:19][CH2:18][CH2:17]1)[C:23]1[CH:28]=[CH:27][CH:26]=[CH:25][CH:24]=1. (8) Given the reactants Cl[C:2]1[C:3]([C:11]([OH:13])=[O:12])=[CH:4][N:5]([CH3:10])[C:6](=[O:9])[C:7]=1[CH3:8].[Br:14][C:15]1[CH:21]=[CH:20][C:18]([NH2:19])=[C:17]([F:22])[CH:16]=1, predict the reaction product. The product is: [Br:14][C:15]1[CH:21]=[CH:20][C:18]([NH:19][C:2]2[C:3]([C:11]([OH:13])=[O:12])=[CH:4][N:5]([CH3:10])[C:6](=[O:9])[C:7]=2[CH3:8])=[C:17]([F:22])[CH:16]=1.